Dataset: Peptide-MHC class II binding affinity with 134,281 pairs from IEDB. Task: Regression. Given a peptide amino acid sequence and an MHC pseudo amino acid sequence, predict their binding affinity value. This is MHC class II binding data. (1) The peptide sequence is QRPLVTIKIGGQLKE. The MHC is HLA-DQA10101-DQB10501 with pseudo-sequence HLA-DQA10101-DQB10501. The binding affinity (normalized) is 0.231. (2) The peptide sequence is KFGVAKKANVYAVKV. The MHC is DRB3_0202 with pseudo-sequence DRB3_0202. The binding affinity (normalized) is 0.347. (3) The peptide sequence is APTGMFVAGAKYMVI. The MHC is HLA-DQA10201-DQB10202 with pseudo-sequence HLA-DQA10201-DQB10202. The binding affinity (normalized) is 0.185. (4) The peptide sequence is GAATAGTTVYGAFAA. The MHC is HLA-DPA10103-DPB10601 with pseudo-sequence HLA-DPA10103-DPB10601. The binding affinity (normalized) is 0. (5) The peptide sequence is EKKYMAATQFEPLAA. The MHC is HLA-DQA10401-DQB10402 with pseudo-sequence HLA-DQA10401-DQB10402. The binding affinity (normalized) is 0.435. (6) The peptide sequence is GIDIFASKNFHLQKN. The MHC is DRB1_0802 with pseudo-sequence DRB1_0802. The binding affinity (normalized) is 0.655.